Dataset: Full USPTO retrosynthesis dataset with 1.9M reactions from patents (1976-2016). Task: Predict the reactants needed to synthesize the given product. (1) Given the product [Cl:1][C:2]1[CH:29]=[CH:28][C:5]2[N:6]([C@@H:23]3[CH2:27][CH2:26][N:25]([C:32](=[O:33])[C:31]([OH:30])([CH3:36])[CH3:35])[CH2:24]3)[C:7]([CH2:9][N:10]3[C:14]4=[CH:15][N:16]=[CH:17][CH:18]=[C:13]4[C:12]([S:19]([CH3:22])(=[O:20])=[O:21])=[N:11]3)=[N:8][C:4]=2[CH:3]=1, predict the reactants needed to synthesize it. The reactants are: [Cl:1][C:2]1[CH:29]=[CH:28][C:5]2[N:6]([C@@H:23]3[CH2:27][CH2:26][NH:25][CH2:24]3)[C:7]([CH2:9][N:10]3[C:14]4=[CH:15][N:16]=[CH:17][CH:18]=[C:13]4[C:12]([S:19]([CH3:22])(=[O:21])=[O:20])=[N:11]3)=[N:8][C:4]=2[CH:3]=1.[OH:30][C:31]([CH3:36])([CH3:35])[C:32](O)=[O:33].OCC(O)=O. (2) Given the product [C:29]([C:28]1[CH:31]=[CH:32][C:25]([C:22]2[N:20]3[N:21]=[C:16]([C:13]4[CH:12]=[CH:11][C:10]([C:8]([N:5]5[CH2:4][CH2:3][C:2]([NH:1][C:35](=[O:37])[CH3:36])([CH2:33][CH3:34])[CH2:7][CH2:6]5)=[O:9])=[CH:15][CH:14]=4)[CH:17]=[CH:18][C:19]3=[N:24][CH:23]=2)=[CH:26][CH:27]=1)#[N:30], predict the reactants needed to synthesize it. The reactants are: [NH2:1][C:2]1([CH2:33][CH3:34])[CH2:7][CH2:6][N:5]([C:8]([C:10]2[CH:15]=[CH:14][C:13]([C:16]3[CH:17]=[CH:18][C:19]4[N:20]([C:22]([C:25]5[CH:32]=[CH:31][C:28]([C:29]#[N:30])=[CH:27][CH:26]=5)=[CH:23][N:24]=4)[N:21]=3)=[CH:12][CH:11]=2)=[O:9])[CH2:4][CH2:3]1.[C:35](OC(=O)C)(=[O:37])[CH3:36].C(N(CC)CC)C. (3) Given the product [Cl:1][C:2]1[CH:3]=[CH:4][C:5]([CH:8]2[C:15]3[C:14]([CH:16]4[CH2:18][CH2:17]4)=[N:13][N:12]([CH3:31])[C:11]=3[C:10](=[O:19])[N:9]2[C:20]2[CH:21]=[C:22]([CH3:30])[C:23]3[N:24]([C:26]([CH3:29])=[N:27][N:28]=3)[CH:25]=2)=[CH:6][CH:7]=1, predict the reactants needed to synthesize it. The reactants are: [Cl:1][C:2]1[CH:7]=[CH:6][C:5]([CH:8]2[C:15]3[C:14]([CH:16]4[CH2:18][CH2:17]4)=[N:13][NH:12][C:11]=3[C:10](=[O:19])[N:9]2[C:20]2[CH:21]=[C:22]([CH3:30])[C:23]3[N:24]([C:26]([CH3:29])=[N:27][N:28]=3)[CH:25]=2)=[CH:4][CH:3]=1.[CH3:31]I. (4) The reactants are: [CH3:1]/[C:2](/[CH2:11][CH2:12][CH:13]=[C:14]([CH3:16])[CH3:15])=[CH:3]\[CH2:4][CH2:5][C:6]([CH:8]1[CH2:10][CH2:9]1)=[CH2:7].[C:17]([CH2:19][C:20]([OH:22])=[O:21])#[N:18]. Given the product [C:17]([CH2:19][C:20]([O:22][CH2:9][CH2:10][CH:8]=[C:6]([CH3:7])[CH2:5][CH2:4]/[CH:3]=[C:2](\[CH3:1])/[CH2:11][CH2:12][CH:13]=[C:14]([CH3:15])[CH3:16])=[O:21])#[N:18], predict the reactants needed to synthesize it. (5) Given the product [NH:30]1[C:38]2[C:33](=[CH:34][CH:35]=[CH:36][CH:37]=2)[C:32](/[CH:39]=[C:8]2\[O:9][C:5]3[C:4]([C:13]#[C:14][CH2:15][CH2:16][CH:17]4[CH2:18][CH2:19][N:20]([C:23]([O:25][C:26]([CH3:29])([CH3:28])[CH3:27])=[O:24])[CH2:21][CH2:22]4)=[C:3]([O:2][CH3:1])[CH:12]=[CH:11][C:6]=3[C:7]\2=[O:10])=[N:31]1, predict the reactants needed to synthesize it. The reactants are: [CH3:1][O:2][C:3]1[CH:12]=[CH:11][C:6]2[C:7](=[O:10])[CH2:8][O:9][C:5]=2[C:4]=1[C:13]#[C:14][CH2:15][CH2:16][CH:17]1[CH2:22][CH2:21][N:20]([C:23]([O:25][C:26]([CH3:29])([CH3:28])[CH3:27])=[O:24])[CH2:19][CH2:18]1.[NH:30]1[C:38]2[C:33](=[CH:34][CH:35]=[CH:36][CH:37]=2)[C:32]([CH:39]=O)=[N:31]1.